Predict the product of the given reaction. From a dataset of Forward reaction prediction with 1.9M reactions from USPTO patents (1976-2016). (1) Given the reactants [B-][C:2]#[N:3].[Na+].[CH:5](=O)[CH3:6].CN1[C:17]2[C:12](=[CH:13][CH:14]=[CH:15][CH:16]=2)[C:11]([C:18]([NH:20][CH2:21][C:22]2[CH:23]=[C:24]3[C:29](=[CH:30][CH:31]=2)[CH2:28][NH:27][CH2:26][CH2:25]3)=[O:19])=C1.[OH-].[Na+].[CH3:34]O, predict the reaction product. The product is: [CH2:5]([N:27]1[CH2:26][CH2:25][C:24]2[C:29](=[CH:30][CH:31]=[C:22]([CH2:21][NH:20][C:18]([C:11]3[N:3]([CH3:2])[C:16]4[C:17]([CH:12]=3)=[CH:34][CH:13]=[CH:14][CH:15]=4)=[O:19])[CH:23]=2)[CH2:28]1)[CH3:6]. (2) The product is: [CH3:2][O:3][C:4]1[CH:5]=[C:6]([C:12]2[C:13]([CH3:25])([CH3:24])[C:14](=[O:23])[N:15]([CH:17]3[CH2:22][CH2:21][N:20]([S:34]([C:29]4[CH:30]=[CH:31][CH:32]=[CH:33][C:28]=4[C:26]#[N:27])(=[O:36])=[O:35])[CH2:19][CH2:18]3)[N:16]=2)[CH:7]=[CH:8][C:9]=1[O:10][CH3:11]. Given the reactants Cl.[CH3:2][O:3][C:4]1[CH:5]=[C:6]([C:12]2[C:13]([CH3:25])([CH3:24])[C:14](=[O:23])[N:15]([CH:17]3[CH2:22][CH2:21][NH:20][CH2:19][CH2:18]3)[N:16]=2)[CH:7]=[CH:8][C:9]=1[O:10][CH3:11].[C:26]([C:28]1[CH:33]=[CH:32][CH:31]=[CH:30][C:29]=1[S:34](Cl)(=[O:36])=[O:35])#[N:27], predict the reaction product.